Dataset: Peptide-MHC class II binding affinity with 134,281 pairs from IEDB. Task: Regression. Given a peptide amino acid sequence and an MHC pseudo amino acid sequence, predict their binding affinity value. This is MHC class II binding data. (1) The peptide sequence is QRMMAEIDTDGDGFI. The MHC is HLA-DQA10501-DQB10301 with pseudo-sequence HLA-DQA10501-DQB10301. The binding affinity (normalized) is 0.392. (2) The peptide sequence is DVALSEQGEFKLLSE. The MHC is HLA-DQA10201-DQB10303 with pseudo-sequence HLA-DQA10201-DQB10303. The binding affinity (normalized) is 0. (3) The peptide sequence is RADEINAIFEENEVD. The MHC is HLA-DQA10501-DQB10302 with pseudo-sequence HLA-DQA10501-DQB10302. The binding affinity (normalized) is 0.364. (4) The peptide sequence is VHAVKPVTEEPGMAK. The MHC is DRB1_0901 with pseudo-sequence DRB1_0901. The binding affinity (normalized) is 0.280.